Dataset: Full USPTO retrosynthesis dataset with 1.9M reactions from patents (1976-2016). Task: Predict the reactants needed to synthesize the given product. (1) Given the product [OH:43][C:44]1([C:58]2[S:59][C:60]([C:27]3[CH:28]=[C:29]([CH3:42])[CH:30]=[C:31]([NH:33][C:34]4[CH:39]=[C:38]([O:40][CH3:41])[CH:37]=[CH:36][N:35]=4)[N:32]=3)=[CH:61][N:62]=2)[CH2:53][CH2:52][CH2:51][C:50]2[CH:49]=[C:48]([C:54]([O:56][CH3:57])=[O:55])[CH:47]=[CH:46][C:45]1=2, predict the reactants needed to synthesize it. The reactants are: C(P(C12CC3CC(CC(C3)C1)C2)C12CC3CC(CC(C3)C1)C2)CCC.Br[C:27]1[N:32]=[C:31]([NH:33][C:34]2[CH:39]=[C:38]([O:40][CH3:41])[CH:37]=[CH:36][N:35]=2)[CH:30]=[C:29]([CH3:42])[CH:28]=1.[OH:43][C:44]1([C:58]2[S:59][CH:60]=[CH:61][N:62]=2)[CH2:53][CH2:52][CH2:51][C:50]2[CH:49]=[C:48]([C:54]([O:56][CH3:57])=[O:55])[CH:47]=[CH:46][C:45]1=2.[F-].[Cs+].C(O)(=O)C(C)(C)C. (2) Given the product [OH:28][C@@H:29]([CH2:42][NH:43][CH:24]1[CH2:23][CH2:22][N:21]([C:18]2[CH:19]=[CH:20][C:15]([CH:14]=[C:10]3[S:9][C:8]([N:5]4[CH2:4][CH2:3][N:2]([CH3:1])[CH2:7][CH2:6]4)=[N:12][C:11]3=[O:13])=[CH:16][CH:17]=2)[CH2:26][CH2:25]1)[CH2:30][O:31][C:32]1[C:40]2[NH:39][C:38](=[O:41])[NH:37][C:36]=2[CH:35]=[CH:34][CH:33]=1, predict the reactants needed to synthesize it. The reactants are: [CH3:1][N:2]1[CH2:7][CH2:6][N:5]([C:8]2[S:9][C:10](=[CH:14][C:15]3[CH:20]=[CH:19][C:18]([N:21]4[CH2:26][CH2:25][C:24](=O)[CH2:23][CH2:22]4)=[CH:17][CH:16]=3)[C:11](=[O:13])[N:12]=2)[CH2:4][CH2:3]1.[OH:28][C@@H:29]([CH2:42][NH2:43])[CH2:30][O:31][C:32]1[C:40]2[NH:39][C:38](=[O:41])[NH:37][C:36]=2[CH:35]=[CH:34][CH:33]=1. (3) Given the product [CH3:31][N:29]([CH3:30])[C:27](=[O:28])[CH2:26][CH2:25][C:13]1[C:12]2[C:16](=[CH:17][C:9]([OH:8])=[CH:10][CH:11]=2)[N:15]([C:18]([O:20][C:21]([CH3:22])([CH3:23])[CH3:24])=[O:19])[N:14]=1, predict the reactants needed to synthesize it. The reactants are: C([O:8][C:9]1[CH:17]=[C:16]2[C:12]([C:13]([CH2:25][CH2:26][C:27]([N:29]([CH3:31])[CH3:30])=[O:28])=[N:14][N:15]2[C:18]([O:20][C:21]([CH3:24])([CH3:23])[CH3:22])=[O:19])=[CH:11][CH:10]=1)C1C=CC=CC=1. (4) Given the product [CH3:18][O:19][CH2:20][O:21][C:22]1[C:27]([CH3:28])=[CH:26][CH:25]=[C:24]([O:29][CH2:30][O:31][CH3:32])[C:23]=1[C:33](=[CH2:11])[C:34]([O:36][CH2:37][CH3:38])=[O:35], predict the reactants needed to synthesize it. The reactants are: C[Si]([N-][Si](C)(C)C)(C)C.[K+].[C:11]1(C)C=CC=CC=1.[CH3:18][O:19][CH2:20][O:21][C:22]1[C:27]([CH3:28])=[CH:26][CH:25]=[C:24]([O:29][CH2:30][O:31][CH3:32])[C:23]=1[C:33](=O)[C:34]([O:36][CH2:37][CH3:38])=[O:35]. (5) Given the product [NH:1]1[C:9]2[C:4](=[CH:5][CH:6]=[CH:7][CH:8]=2)[C:3](/[CH:10]=[CH:13]/[C:12]([C:15]2[CH:16]=[N:17][CH:18]=[CH:19][CH:20]=2)=[O:14])=[CH:2]1, predict the reactants needed to synthesize it. The reactants are: [NH:1]1[C:9]2[C:4](=[CH:5][CH:6]=[CH:7][CH:8]=2)[C:3]([CH:10]=O)=[CH:2]1.[C:12]([C:15]1[CH:16]=[N:17][CH:18]=[CH:19][CH:20]=1)(=[O:14])[CH3:13].N1CCCCC1.C(Cl)Cl.CO. (6) Given the product [CH3:16][O:17][C:18](=[O:30])[C:19]1[CH:24]=[CH:23][CH:22]=[C:21]([C:25]([F:28])([F:27])[F:26])[C:20]=1[NH:29][C:9]([O:11][C:12]([CH3:13])([CH3:14])[CH3:15])=[O:10], predict the reactants needed to synthesize it. The reactants are: [C:9](O[C:9]([O:11][C:12]([CH3:15])([CH3:14])[CH3:13])=[O:10])([O:11][C:12]([CH3:15])([CH3:14])[CH3:13])=[O:10].[CH3:16][O:17][C:18](=[O:30])[C:19]1[CH:24]=[CH:23][CH:22]=[C:21]([C:25]([F:28])([F:27])[F:26])[C:20]=1[NH2:29].C(N(CC)CC)C. (7) Given the product [F:24][C:19]1[CH:20]=[CH:21][CH:22]=[CH:23][C:18]=1[C:15]1[N:14]=[CH:13][C:12]([C:8]2[S:9][C:10]([CH3:11])=[C:6]([CH2:5][CH2:4][OH:3])[N:7]=2)=[CH:17][CH:16]=1, predict the reactants needed to synthesize it. The reactants are: C([O:3][C:4](=O)[CH2:5][C:6]1[N:7]=[C:8]([C:12]2[CH:13]=[N:14][C:15]([C:18]3[CH:23]=[CH:22][CH:21]=[CH:20][C:19]=3[F:24])=[CH:16][CH:17]=2)[S:9][C:10]=1[CH3:11])C.[H-].[H-].[H-].[H-].[Li+].[Al+3]. (8) Given the product [S:1]1[C:5]([C:6]2[CH:7]=[C:8]([NH:15][C:23]3[C:24](=[O:28])[C:25](=[O:26])[C:22]=3[O:21][CH3:20])[CH:9]=[C:10]3[C:14]=2[NH:13][N:12]=[CH:11]3)=[CH:4][C:3]2[CH:16]=[CH:17][CH:18]=[CH:19][C:2]1=2, predict the reactants needed to synthesize it. The reactants are: [S:1]1[C:5]([C:6]2[CH:7]=[C:8]([NH2:15])[CH:9]=[C:10]3[C:14]=2[NH:13][N:12]=[CH:11]3)=[CH:4][C:3]2[CH:16]=[CH:17][CH:18]=[CH:19][C:2]1=2.[CH3:20][O:21][C:22]1[C:23](=O)[C:24](=[O:28])[C:25]=1[O:26]C.C(N(CC)C(C)C)(C)C. (9) Given the product [CH:1]([N:14]1[CH2:17][CH:16]([CH2:18][O:19][C:22]2[C:21]([Cl:20])=[CH:33][C:25]([C:26]([NH:28][S:29]([CH3:32])(=[O:31])=[O:30])=[O:27])=[C:24]([F:34])[CH:23]=2)[CH2:15]1)([C:8]1[CH:13]=[CH:12][CH:11]=[CH:10][CH:9]=1)[C:2]1[CH:3]=[CH:4][CH:5]=[CH:6][CH:7]=1, predict the reactants needed to synthesize it. The reactants are: [CH:1]([N:14]1[CH2:17][CH:16]([CH2:18][OH:19])[CH2:15]1)([C:8]1[CH:13]=[CH:12][CH:11]=[CH:10][CH:9]=1)[C:2]1[CH:7]=[CH:6][CH:5]=[CH:4][CH:3]=1.[Cl:20][C:21]1[C:22](F)=[CH:23][C:24]([F:34])=[C:25]([CH:33]=1)[C:26]([NH:28][S:29]([CH3:32])(=[O:31])=[O:30])=[O:27].CC(C)([O-])C.[K+].C1COCC1.CS(C)=O. (10) Given the product [CH3:107][O:106][C:105](=[O:108])[NH:104][C@@H:99]([C@H:100]([O:102][CH3:103])[CH3:101])[C:98]([N:92]1[C@H:91]([C:89]2[NH:88][C:87]3[CH:110]=[C:83]([C:80]4[CH:79]=[CH:78][C:77]5[C:76]6[C:71](=[CH:72][C:73]([C:111]7[NH:115][C:114]([C@@H:116]8[CH2:120][CH2:119][CH2:118][N:117]8[C:48](=[O:61])[C@H:49]([NH:56][C:57]([O:59][CH3:60])=[O:58])[C:50]8[CH:55]=[CH:54][CH:53]=[CH:52][CH:51]=8)=[N:113][CH:112]=7)=[CH:74][CH:75]=6)[C:70]([F:69])([F:121])[C:82]=5[CH:81]=4)[CH:84]=[CH:85][C:86]=3[N:90]=2)[C@H:96]2[CH2:97][C@H:93]1[CH2:94][CH2:95]2)=[O:109], predict the reactants needed to synthesize it. The reactants are: COC(=O)N[C@@H](C(C)C)C(N1[C@H](C2NC(C3C=CC(C4C=CC5C(=CC=C(C6NC([C@@H]7CCCN7[C:48](=[O:61])[C@H:49]([NH:56][C:57]([O:59][CH3:60])=[O:58])[C:50]7[CH:55]=[CH:54][CH:53]=[CH:52][CH:51]=7)=NC=6)C=5)C=4)=CC=3)=CN=2)CC2(OCCO2)C1)=O.Cl.Cl.Cl.[F:69][C:70]1([F:121])[C:82]2[CH:81]=[C:80]([C:83]3[CH:84]=[CH:85][C:86]4[N:90]=[C:89]([C@@H:91]5[C@H:96]6[CH2:97][C@@H:93]([CH2:94][CH2:95]6)[N:92]5[C:98](=[O:109])[C@@H:99]([NH:104][C:105](=[O:108])[O:106][CH3:107])[C@H:100]([O:102][CH3:103])[CH3:101])[NH:88][C:87]=4[CH:110]=3)[CH:79]=[CH:78][C:77]=2[C:76]2[C:71]1=[CH:72][C:73]([C:111]1[NH:115][C:114]([C@@H:116]3[CH2:120][CH2:119][CH2:118][NH:117]3)=[N:113][CH:112]=1)=[CH:74][CH:75]=2.